Dataset: Catalyst prediction with 721,799 reactions and 888 catalyst types from USPTO. Task: Predict which catalyst facilitates the given reaction. (1) Reactant: Cl[C:2]1[N:7]=[C:6]([NH:8][C:9](=[O:11])[CH3:10])[CH:5]=[N:4][CH:3]=1.C[Sn](C)C.C[Sn](C)C.Cl[C:21]1[N:26]=[C:25]([NH:27][CH2:28][C:29]2[CH:34]=[CH:33][CH:32]=[CH:31][N:30]=2)[C:24]2=[C:35]([C:38]3[CH:43]=[CH:42][CH:41]=[CH:40][CH:39]=3)[CH:36]=[CH:37][N:23]2[N:22]=1.[Li+].[Cl-]. Product: [C:38]1([C:35]2[CH:36]=[CH:37][N:23]3[C:24]=2[C:25]([NH:27][CH2:28][C:29]2[CH:34]=[CH:33][CH:32]=[CH:31][N:30]=2)=[N:26][C:21]([C:2]2[N:7]=[C:6]([NH:8][C:9](=[O:11])[CH3:10])[CH:5]=[N:4][CH:3]=2)=[N:22]3)[CH:39]=[CH:40][CH:41]=[CH:42][CH:43]=1. The catalyst class is: 77. (2) Reactant: [C:1]1([S:7]([OH:9])=[O:8])[CH:6]=[CH:5][CH:4]=[CH:3][CH:2]=1.[Cl-].[Ca+2].[Cl-].[F:13][C:14]1[CH:29]=[CH:28][C:17]([O:18][CH2:19][C@H:20]2[O:25][CH:24](OC)[CH2:23][CH2:22][CH2:21]2)=[CH:16][CH:15]=1. Product: [C:1]1([S:7]([C@@H:24]2[O:25][CH:20]([CH2:19][O:18][C:17]3[CH:16]=[CH:15][C:14]([F:13])=[CH:29][CH:28]=3)[CH2:21][CH2:22][CH2:23]2)(=[O:9])=[O:8])[CH:6]=[CH:5][CH:4]=[CH:3][CH:2]=1. The catalyst class is: 2. (3) Reactant: [Cl:1][C:2]1[CH:7]=[CH:6][C:5]([C@@H:8]([C:29]2[CH:34]=[CH:33][CH:32]=[C:31]([C:35]#[N:36])[CH:30]=2)[N:9]2[CH2:12][CH:11]([C@@H:13]([C:18]3[CH:19]=[C:20]([CH:25]=[C:26]([F:28])[CH:27]=3)[C:21]([NH:23][NH2:24])=[O:22])[C:14]([F:17])([CH3:16])[CH3:15])[CH2:10]2)=[CH:4][CH:3]=1.[C:37](Cl)(Cl)=[O:38]. Product: [Cl:1][C:2]1[CH:3]=[CH:4][C:5]([C@H:8]([N:9]2[CH2:12][CH:11]([C@@H:13]([C:18]3[CH:19]=[C:20]([C:21]4[O:22][C:37](=[O:38])[NH:24][N:23]=4)[CH:25]=[C:26]([F:28])[CH:27]=3)[C:14]([F:17])([CH3:16])[CH3:15])[CH2:10]2)[C:29]2[CH:30]=[C:31]([CH:32]=[CH:33][CH:34]=2)[C:35]#[N:36])=[CH:6][CH:7]=1. The catalyst class is: 2. (4) Reactant: CN(C)C=O.[F:6][C:7]1[CH:12]=[CH:11][C:10]([N:13]2[CH2:18][CH2:17][N:16]([C:19]3[N:24]=[CH:23][NH:22][C:21](=[O:25])[N:20]=3)[CH2:15][CH2:14]2)=[CH:9][CH:8]=1.[Cl:26][C:27]1[CH:34]=[CH:33][C:30]([CH2:31]Br)=[CH:29][CH:28]=1.C(=O)([O-])[O-].[K+].[K+]. Product: [Cl:26][C:27]1[CH:34]=[CH:33][C:30]([CH2:31][N:22]2[CH:23]=[N:24][C:19]([N:16]3[CH2:15][CH2:14][N:13]([C:10]4[CH:11]=[CH:12][C:7]([F:6])=[CH:8][CH:9]=4)[CH2:18][CH2:17]3)=[N:20][C:21]2=[O:25])=[CH:29][CH:28]=1. The catalyst class is: 6. (5) Reactant: [O:1]=[CH:2][CH2:3][CH2:4][CH2:5][C:6]1([C:19]([O:21][CH3:22])=[O:20])[CH2:11][CH2:10][N:9]([C:12]([O:14][C:15]([CH3:18])([CH3:17])[CH3:16])=[O:13])[CH2:8][CH2:7]1.CC(C)=[O:25].OS(O)(=O)=O.O=[Cr](=O)=O. Product: [C:15]([O:14][C:12]([N:9]1[CH2:8][CH2:7][C:6]([CH2:5][CH2:4][CH2:3][C:2]([OH:25])=[O:1])([C:19]([O:21][CH3:22])=[O:20])[CH2:11][CH2:10]1)=[O:13])([CH3:17])([CH3:18])[CH3:16]. The catalyst class is: 21. (6) Reactant: [C:1]1([CH3:24])[CH:6]=[CH:5][C:4]([C:7]2[N:8]=[C:9]3[CH2:23][CH2:22][CH2:21][NH:20][C:10]3=[N:11][C:12]=2[C:13]2[CH:18]=[CH:17][C:16]([CH3:19])=[CH:15][CH:14]=2)=[CH:3][CH:2]=1.O=[CH:26][CH2:27][CH2:28][CH2:29][CH2:30][C:31]([O:33][CH2:34][CH3:35])=[O:32].C(O[BH-](OC(=O)C)OC(=O)C)(=O)C.[Na+]. Product: [C:1]1([CH3:24])[CH:6]=[CH:5][C:4]([C:7]2[N:8]=[C:9]3[CH2:23][CH2:22][CH2:21][N:20]([CH2:26][CH2:27][CH2:28][CH2:29][CH2:30][C:31]([O:33][CH2:34][CH3:35])=[O:32])[C:10]3=[N:11][C:12]=2[C:13]2[CH:18]=[CH:17][C:16]([CH3:19])=[CH:15][CH:14]=2)=[CH:3][CH:2]=1. The catalyst class is: 26.